Dataset: Forward reaction prediction with 1.9M reactions from USPTO patents (1976-2016). Task: Predict the product of the given reaction. (1) Given the reactants [I:1][C:2]1[C:3]([O:20][CH3:21])=[CH:4][C:5]([CH:17]([CH3:19])[CH3:18])=[C:6]([CH:16]=1)[O:7][C:8]1[C:9]([NH2:15])=[N:10][C:11]([NH2:14])=[N:12][CH:13]=1.[ClH:22], predict the reaction product. The product is: [ClH:22].[I:1][C:2]1[C:3]([O:20][CH3:21])=[CH:4][C:5]([CH:17]([CH3:19])[CH3:18])=[C:6]([CH:16]=1)[O:7][C:8]1[C:9]([NH2:15])=[N:10][C:11]([NH2:14])=[N:12][CH:13]=1. (2) Given the reactants [F:1][C:2]1[CH:9]=[CH:8][C:5]([C:6]#[N:7])=[C:4]([N:10]2[CH2:15][CH2:14][CH2:13][CH2:12][S:11]2(=[O:17])=[O:16])[CH:3]=1.[ClH:18], predict the reaction product. The product is: [ClH:18].[F:1][C:2]1[CH:9]=[CH:8][C:5]([CH2:6][NH2:7])=[C:4]([N:10]2[CH2:15][CH2:14][CH2:13][CH2:12][S:11]2(=[O:16])=[O:17])[CH:3]=1. (3) Given the reactants [CH2:1]1[CH:5]2[CH2:6][NH:7][CH2:8][CH:4]2[CH2:3][N:2]1[C:9]1[CH:18]=[N:17][C:16]2[C:11](=[CH:12][CH:13]=[CH:14][CH:15]=2)[N:10]=1.[F:19][C:20]1[CH:21]=[CH:22][C:23]([C:29]2[N:34]=[CH:33][CH:32]=[CH:31][N:30]=2)=[C:24]([CH:28]=1)[C:25](O)=[O:26], predict the reaction product. The product is: [F:19][C:20]1[CH:21]=[CH:22][C:23]([C:29]2[N:30]=[CH:31][CH:32]=[CH:33][N:34]=2)=[C:24]([C:25]([N:7]2[CH2:6][CH:5]3[CH2:1][N:2]([C:9]4[CH:18]=[N:17][C:16]5[C:11](=[CH:12][CH:13]=[CH:14][CH:15]=5)[N:10]=4)[CH2:3][CH:4]3[CH2:8]2)=[O:26])[CH:28]=1. (4) Given the reactants [CH3:1][C:2]([NH:4][C@@H:5]1[C:21]2[C:14](=[CH:15][CH:16]=[C:17](SC)[C:18]([CH:20]=2)=[O:19])[C:13]2[C:8](=[CH:9][C:10]([O:28][CH3:29])=[C:11]([O:26][CH3:27])[C:12]=2[O:24][CH3:25])[CH2:7][CH2:6]1)=[O:3].[OH:30][C:31]1(O)C(OC)C(OC)=C2C3C([C@@H](NC(=O)C)CCC2=C1)=CC(=O)C(SC)=CC=3.C(OC1C(OC)=C(OC)C2C3C([C@@H](NC(=O)C)CCC=2C=1)=CC(=O)C(SC)=CC=3)C, predict the reaction product. The product is: [CH3:1][C:2]([NH:4][C@@H:5]1[C:21]2[C:14](=[CH:15][CH:16]=[C:17]([O:30][CH3:31])[C:18]([CH:20]=2)=[O:19])[C:13]2[C:12]([O:24][CH3:25])=[C:11]([O:26][CH3:27])[C:10]([O:28][CH3:29])=[CH:9][C:8]=2[CH2:7][CH2:6]1)=[O:3].